The task is: Regression. Given two drug SMILES strings and cell line genomic features, predict the synergy score measuring deviation from expected non-interaction effect.. This data is from NCI-60 drug combinations with 297,098 pairs across 59 cell lines. (1) Drug 1: C1=CC(=C2C(=C1NCCNCCO)C(=O)C3=C(C=CC(=C3C2=O)O)O)NCCNCCO. Drug 2: C1CN(P(=O)(OC1)NCCCl)CCCl. Cell line: KM12. Synergy scores: CSS=21.1, Synergy_ZIP=-7.34, Synergy_Bliss=-16.4, Synergy_Loewe=-49.0, Synergy_HSA=-16.7. (2) Drug 1: C1=CN(C(=O)N=C1N)C2C(C(C(O2)CO)O)O.Cl. Cell line: SW-620. Drug 2: C(CCl)NC(=O)N(CCCl)N=O. Synergy scores: CSS=42.1, Synergy_ZIP=-2.15, Synergy_Bliss=-2.44, Synergy_Loewe=-15.8, Synergy_HSA=0.601.